Dataset: Full USPTO retrosynthesis dataset with 1.9M reactions from patents (1976-2016). Task: Predict the reactants needed to synthesize the given product. Given the product [C:26]([O:29][CH2:30][C:31]1[C:36]([C:2]2[CH:3]=[C:4]([NH:10][C:11]3[CH:16]=[CH:15][C:14]([N:17]4[CH2:22][CH2:21][N:20]([CH:23]([CH3:25])[CH3:24])[CH2:19][CH2:18]4)=[CH:13][N:12]=3)[C:5](=[O:9])[N:6]([CH3:8])[N:7]=2)=[CH:35][CH:34]=[CH:33][C:32]=1[N:46]1[N:55]=[CH:54][C:53]2[C:48](=[C:49]([F:60])[CH:50]=[C:51]([C:56]([CH3:58])([CH3:57])[CH3:59])[CH:52]=2)[C:47]1=[O:61])(=[O:28])[CH3:27], predict the reactants needed to synthesize it. The reactants are: Cl[C:2]1[CH:3]=[C:4]([NH:10][C:11]2[CH:16]=[CH:15][C:14]([N:17]3[CH2:22][CH2:21][N:20]([CH:23]([CH3:25])[CH3:24])[CH2:19][CH2:18]3)=[CH:13][N:12]=2)[C:5](=[O:9])[N:6]([CH3:8])[N:7]=1.[C:26]([O:29][CH2:30][C:31]1[C:36](B2OC(C)(C)C(C)(C)O2)=[CH:35][CH:34]=[CH:33][C:32]=1[N:46]1[N:55]=[CH:54][C:53]2[C:48](=[C:49]([F:60])[CH:50]=[C:51]([C:56]([CH3:59])([CH3:58])[CH3:57])[CH:52]=2)[C:47]1=[O:61])(=[O:28])[CH3:27].[O-]P([O-])([O-])=O.[K+].[K+].[K+].CC(C1C=C(C(C)C)C(C2C=CC=CC=2P(C2CCCCC2)C2CCCCC2)=C(C(C)C)C=1)C.